This data is from Catalyst prediction with 721,799 reactions and 888 catalyst types from USPTO. The task is: Predict which catalyst facilitates the given reaction. (1) Reactant: Cl.Cl[CH2:3][C:4]1[N:5]=[CH:6][S:7][CH:8]=1.[CH3:9][S:10][C:11]1[CH:16]=[CH:15][C:14]([OH:17])=[CH:13][CH:12]=1.C([O-])([O-])=O.[K+].[K+]. Product: [CH3:9][S:10][C:11]1[CH:16]=[CH:15][C:14]([O:17][CH2:3][C:4]2[N:5]=[CH:6][S:7][CH:8]=2)=[CH:13][CH:12]=1. The catalyst class is: 21. (2) Reactant: [H-].[Na+].[Br:3][C:4]1[CH:5]=[CH:6][C:7]([O:25][CH2:26][C:27]2[CH:32]=[CH:31][C:30]([Cl:33])=[CH:29][CH:28]=2)=[C:8]([CH2:10][N:11]2[CH2:16][CH2:15][CH:14]([NH:17][C:18](=[O:24])[O:19][C:20]([CH3:23])([CH3:22])[CH3:21])[CH2:13][CH2:12]2)[CH:9]=1.[CH2:34](I)[CH3:35]. Product: [Br:3][C:4]1[CH:5]=[CH:6][C:7]([O:25][CH2:26][C:27]2[CH:32]=[CH:31][C:30]([Cl:33])=[CH:29][CH:28]=2)=[C:8]([CH2:10][N:11]2[CH2:16][CH2:15][CH:14]([N:17]([CH2:34][CH3:35])[C:18](=[O:24])[O:19][C:20]([CH3:23])([CH3:22])[CH3:21])[CH2:13][CH2:12]2)[CH:9]=1. The catalyst class is: 3. (3) Reactant: [CH3:1][C:2]1[CH:3]=[CH:4][C:5]2[O:9][C:8](S)=[N:7][C:6]=2[CH:11]=1.P(Cl)(Cl)(Cl)(Cl)Cl.[NH:18]1[CH2:23][CH2:22][NH:21][CH2:20][CH2:19]1. Product: [CH3:1][C:2]1[CH:3]=[CH:4][C:5]2[O:9][C:8]([N:18]3[CH2:23][CH2:22][NH:21][CH2:20][CH2:19]3)=[N:7][C:6]=2[CH:11]=1. The catalyst class is: 11.